From a dataset of Full USPTO retrosynthesis dataset with 1.9M reactions from patents (1976-2016). Predict the reactants needed to synthesize the given product. (1) Given the product [CH2:1]([N:8]1[CH:16]=[C:15]2[C:10]([CH:11]=[C:12]([C:17]3[CH:18]=[C:19]([C:27]4[CH:32]=[CH:31][C:30]([CH2:33][N:35]5[CH2:39][CH2:38][CH2:37][CH2:36]5)=[CH:29][CH:28]=4)[N:20]4[C:25]=3[C:24]([NH2:26])=[N:23][CH:22]=[N:21]4)[CH:13]=[CH:14]2)=[N:9]1)[C:2]1[CH:7]=[CH:6][CH:5]=[CH:4][CH:3]=1, predict the reactants needed to synthesize it. The reactants are: [CH2:1]([N:8]1[CH:16]=[C:15]2[C:10]([CH:11]=[C:12]([C:17]3[CH:18]=[C:19]([C:27]4[CH:32]=[CH:31][C:30]([CH2:33]Br)=[CH:29][CH:28]=4)[N:20]4[C:25]=3[C:24]([NH2:26])=[N:23][CH:22]=[N:21]4)[CH:13]=[CH:14]2)=[N:9]1)[C:2]1[CH:7]=[CH:6][CH:5]=[CH:4][CH:3]=1.[NH:35]1[CH2:39][CH2:38][CH2:37][CH2:36]1. (2) Given the product [ClH:19].[CH2:27]([C:31]1[CH:32]=[CH:33][C:34]([CH2:21][S:20][C:15]2[C:12]3[CH2:13][CH2:14][NH:8][CH2:9][CH2:10][C:11]=3[CH:18]=[CH:17][C:16]=2[Cl:19])=[N:35][CH:36]=1)[CH2:28][CH2:29][CH3:30], predict the reactants needed to synthesize it. The reactants are: C(OC([N:8]1[CH2:14][CH2:13][C:12]2[C:15]([S:20][C:21](=O)N(C)C)=[C:16]([Cl:19])[CH:17]=[CH:18][C:11]=2[CH2:10][CH2:9]1)=O)(C)(C)C.Cl.[CH2:27]([C:31]1[CH:32]=[CH:33][C:34](CCl)=[N:35][CH:36]=1)[CH2:28][CH2:29][CH3:30]. (3) Given the product [CH3:29][O:1][C:2]1([CH3:25])[CH2:8][N:7]([C:9]([O:11][C:12]([CH3:15])([CH3:14])[CH3:13])=[O:10])[CH2:6][CH2:5][N:4]([C:16]2[N:20]([CH3:21])[N:19]=[CH:18][C:17]=2[N+:22]([O-:24])=[O:23])[CH2:3]1, predict the reactants needed to synthesize it. The reactants are: [OH:1][C:2]1([CH3:25])[CH2:8][N:7]([C:9]([O:11][C:12]([CH3:15])([CH3:14])[CH3:13])=[O:10])[CH2:6][CH2:5][N:4]([C:16]2[N:20]([CH3:21])[N:19]=[CH:18][C:17]=2[N+:22]([O-:24])=[O:23])[CH2:3]1.[H-].[Na+].I[CH3:29].O. (4) The reactants are: Br[C:2]1[CH:7]=[CH:6][CH:5]=[CH:4][C:3]=1[CH2:8][C:9]#[N:10].[CH:11]1(B(O)O)[CH2:13][CH2:12]1.P([O-])([O-])([O-])=O.[K+].[K+].[K+].C1(P(C2CCCCC2)C2CCCCC2)CCCCC1. Given the product [CH:11]1([C:2]2[CH:7]=[CH:6][CH:5]=[CH:4][C:3]=2[CH2:8][C:9]#[N:10])[CH2:13][CH2:12]1, predict the reactants needed to synthesize it.